From a dataset of Catalyst prediction with 721,799 reactions and 888 catalyst types from USPTO. Predict which catalyst facilitates the given reaction. (1) Reactant: [CH2:1]([O:8][C:9]([NH:11][C@@H:12]([CH2:16][C:17]1[CH:22]=[CH:21][C:20]([C:23]2[N:28]=[CH:27][C:26]([Br:29])=[CH:25][N:24]=2)=[CH:19][CH:18]=1)[C:13]([OH:15])=O)=[O:10])[C:2]1[CH:7]=[CH:6][CH:5]=[CH:4][CH:3]=1.Cl.[NH2:31][C@H:32]([CH3:40])[C:33]([O:35][C:36]([CH3:39])([CH3:38])[CH3:37])=[O:34].CCN(C(C)C)C(C)C.CN(C(ON1N=NC2C=CC=NC1=2)=[N+](C)C)C.F[P-](F)(F)(F)(F)F. Product: [CH2:1]([O:8][C:9]([NH:11][C@@H:12]([CH2:16][C:17]1[CH:18]=[CH:19][C:20]([C:23]2[N:28]=[CH:27][C:26]([Br:29])=[CH:25][N:24]=2)=[CH:21][CH:22]=1)[C:13]([NH:31][C@@H:32]([C:33]([O:35][C:36]([CH3:39])([CH3:38])[CH3:37])=[O:34])[CH3:40])=[O:15])=[O:10])[C:2]1[CH:7]=[CH:6][CH:5]=[CH:4][CH:3]=1. The catalyst class is: 3. (2) Reactant: CS(OC[C:7]1[N:8]=[N:9][N:10]([CH2:12][CH2:13][C@H:14]2[O:20][C@H:19]([C:21]3[CH:26]=[CH:25][CH:24]=[C:23]([O:27][CH3:28])[C:22]=3[O:29][CH3:30])[C:18]3[CH:31]=[C:32]([Cl:35])[CH:33]=[CH:34][C:17]=3[N:16]3[CH:36]=[CH:37][CH:38]=[C:15]23)[CH:11]=1)(=O)=O.[CH3:39][OH:40].[CH3:41][S:42](Cl)(=[O:44])=[O:43]. Product: [CH3:41][S:42]([O:40][CH2:39][C:11]1[N:10]([CH2:12][CH2:13][C@H:14]2[O:20][C@H:19]([C:21]3[CH:26]=[CH:25][CH:24]=[C:23]([O:27][CH3:28])[C:22]=3[O:29][CH3:30])[C:18]3[CH:31]=[C:32]([Cl:35])[CH:33]=[CH:34][C:17]=3[N:16]3[CH:36]=[CH:37][CH:38]=[C:15]23)[N:9]=[N:8][CH:7]=1)(=[O:44])=[O:43]. The catalyst class is: 66.